This data is from Forward reaction prediction with 1.9M reactions from USPTO patents (1976-2016). The task is: Predict the product of the given reaction. (1) Given the reactants Br[C:2]1[CH:3]=[C:4]([CH:7]=[CH:8][CH:9]=1)[C:5]#[N:6].C([NH2:17])C1C=CC=CC=1.C1(P(C2C=CC=CC=2)[C:25]2(P(C3C=CC=CC=3)C3C=CC=CC=3)[CH2:34][CH:33]=[C:32]3[C:27](C=CC=C3)=[C:26]2[C:35]2C3C(=CC=CC=3)C=CC=2)C=CC=CC=1.CC(C)([O-])C.[Na+], predict the reaction product. The product is: [CH2:35]([C:2]1[C:3]([NH2:17])=[C:4]([CH:7]=[CH:8][CH:9]=1)[C:5]#[N:6])[C:26]1[CH:27]=[CH:32][CH:33]=[CH:34][CH:25]=1. (2) Given the reactants [CH2:1]1[C:11]2=[C:12]3[C:7](=[CH:8][CH:9]=[CH:10]2)[CH2:6][CH2:5][N:4]([CH2:13][CH2:14][CH2:15][N:16]2C(=O)C4C(=CC=CC=4)C2=O)[CH:3]3[CH2:2]1.O.NN.[ClH:30], predict the reaction product. The product is: [ClH:30].[ClH:30].[CH2:1]1[C:11]2=[C:12]3[C:7](=[CH:8][CH:9]=[CH:10]2)[CH2:6][CH2:5][N:4]([CH2:13][CH2:14][CH2:15][NH2:16])[CH:3]3[CH2:2]1. (3) Given the reactants [CH2:1]([O:4][C:5]1[CH:16]=[CH:15][C:8]([C:9]([O:11]CC#C)=[O:10])=[CH:7][C:6]=1[O:17][CH3:18])[C:2]#[CH:3].[OH-].[Na+].Cl, predict the reaction product. The product is: [CH2:1]([O:4][C:5]1[CH:16]=[CH:15][C:8]([C:9]([OH:11])=[O:10])=[CH:7][C:6]=1[O:17][CH3:18])[C:2]#[CH:3]. (4) The product is: [CH3:5][N:4]([CH3:6])/[CH:3]=[CH:9]/[C:10]1[C:11]([C:19]([F:22])([F:21])[F:20])=[CH:12][CH:13]=[CH:14][C:15]=1[N+:16]([O-:18])=[O:17]. Given the reactants CO[CH:3](OC)[N:4]([CH3:6])[CH3:5].[CH3:9][C:10]1[C:15]([N+:16]([O-:18])=[O:17])=[CH:14][CH:13]=[CH:12][C:11]=1[C:19]([F:22])([F:21])[F:20].O, predict the reaction product. (5) The product is: [Cl:27][C:24]1[CH:25]=[CH:26][C:21]2[N:20]=[C:17]([C:15]3[CH:14]=[CH:13][C:5]4[N:6]([CH:7]5[CH2:8][CH2:9][O:10][CH2:11][CH2:12]5)[C:2]([CH3:1])=[N:3][C:4]=4[CH:16]=3)[O:19][C:22]=2[CH:23]=1. Given the reactants [CH3:1][C:2]1[N:6]([CH:7]2[CH2:12][CH2:11][O:10][CH2:9][CH2:8]2)[C:5]2[CH:13]=[CH:14][C:15]([C:17]([OH:19])=O)=[CH:16][C:4]=2[N:3]=1.[NH2:20][C:21]1[CH:26]=[CH:25][C:24]([Cl:27])=[CH:23][C:22]=1O.CCN=C=NCCCN(C)C.O.C1(C)C=CC(S(O)(=O)=O)=CC=1, predict the reaction product. (6) Given the reactants [CH3:1][O:2][C:3]([C:5]1[CH:6]=[C:7]([CH:23]=[CH:24][CH:25]=1)[CH2:8][N:9]1[C:17]2[C:12](=[CH:13][C:14]([C:18]([OH:20])=O)=[CH:15][CH:16]=2)[C:11]([CH3:21])=[C:10]1[CH3:22])=[O:4].[CH:26]1([C:29]2[CH:30]=[C:31]([C@@H:35]([NH2:37])[CH3:36])[CH:32]=[CH:33][CH:34]=2)[CH2:28][CH2:27]1, predict the reaction product. The product is: [CH:26]1([C:29]2[CH:30]=[C:31]([C@@H:35]([NH:37][C:18]([C:14]3[CH:13]=[C:12]4[C:17](=[CH:16][CH:15]=3)[N:9]([CH2:8][C:7]3[CH:6]=[C:5]([CH:25]=[CH:24][CH:23]=3)[C:3]([O:2][CH3:1])=[O:4])[C:10]([CH3:22])=[C:11]4[CH3:21])=[O:20])[CH3:36])[CH:32]=[CH:33][CH:34]=2)[CH2:28][CH2:27]1. (7) Given the reactants [NH:1]1[CH:5]=[N:4][CH:3]=[N:2]1.C(=O)([O-])[O-].[K+].[K+].CC(C)([O-])C.[K+].[Cl:18][C:19]1([C:22]2([CH2:25][CH2:26][CH:27]3[CH2:29][C:28]3([Cl:31])[Cl:30])[CH2:24][O:23]2)[CH2:21][CH2:20]1, predict the reaction product. The product is: [Cl:18][C:19]1([C:22]([OH:23])([CH2:25][CH2:26][CH:27]2[CH2:29][C:28]2([Cl:31])[Cl:30])[CH2:24][N:1]2[CH:5]=[N:4][CH:3]=[N:2]2)[CH2:20][CH2:21]1. (8) Given the reactants [CH3:1][O:2][C:3]1[CH:4]=[C:5]2[C:14](=[CH:15][CH:16]=1)[C:13](=[O:17])[C:7]1([CH2:12][CH2:11][NH:10][CH2:9][CH2:8]1)[CH2:6]2.Br[CH2:19][C:20]([OH:22])=[O:21].CCN(C(C)C)C(C)C, predict the reaction product. The product is: [CH3:1][O:2][C:3]1[CH:4]=[C:5]2[C:14](=[CH:15][CH:16]=1)[C:13](=[O:17])[C:7]1([CH2:12][CH2:11][N:10]([CH2:19][C:20]([OH:22])=[O:21])[CH2:9][CH2:8]1)[CH2:6]2.